This data is from Reaction yield outcomes from USPTO patents with 853,638 reactions. The task is: Predict the reaction yield, written as a fraction of the theoretical maximum amount of product (1.0 means a 100% yield; for example, 0.34 means a 34% yield). (1) The reactants are Cl.[CH2:2]([O:4][C:5](=[O:23])[C:6]1[CH:11]=[CH:10][CH:9]=[C:8]([NH:12][CH:13]([C:20]([OH:22])=[O:21])[C:14]2[CH:19]=[CH:18][CH:17]=[CH:16][CH:15]=2)[CH:7]=1)[CH3:3].C1C=CC2N(O)N=NC=2C=1.[N:34]12[CH2:41][CH2:40][CH:37]([CH2:38][CH2:39]1)[C@@H:36](O)[CH2:35]2.CCN(C(C)C)C(C)C. The catalyst is C1COCC1. The product is [CH2:2]([O:4][C:5](=[O:23])[C:6]1[CH:11]=[CH:10][CH:9]=[C:8]([NH:12][CH:13]([C:20]([O:22][C@@H:36]2[CH:37]3[CH2:40][CH2:41][N:34]([CH2:39][CH2:38]3)[CH2:35]2)=[O:21])[C:14]2[CH:15]=[CH:16][CH:17]=[CH:18][CH:19]=2)[CH:7]=1)[CH3:3]. The yield is 0.790. (2) The reactants are Cl.[NH2:2][N:3]1[CH2:7][CH:6]([C:8]2[CH:13]=[CH:12][C:11]([CH3:14])=[C:10]([CH3:15])[CH:9]=2)[N:5]([CH2:16][CH2:17][C:18]2[CH:23]=[CH:22][C:21]([O:24][CH3:25])=[CH:20][CH:19]=2)[C:4]1=[O:26].C(N(CC)CC)C.[C:34](Cl)(=[O:36])[CH3:35]. The catalyst is ClCCl. The product is [C:34]([NH:2][N:3]1[CH2:7][CH:6]([C:8]2[CH:13]=[CH:12][C:11]([CH3:14])=[C:10]([CH3:15])[CH:9]=2)[N:5]([CH2:16][CH2:17][C:18]2[CH:19]=[CH:20][C:21]([O:24][CH3:25])=[CH:22][CH:23]=2)[C:4]1=[O:26])(=[O:36])[CH3:35]. The yield is 0.780.